This data is from Full USPTO retrosynthesis dataset with 1.9M reactions from patents (1976-2016). The task is: Predict the reactants needed to synthesize the given product. (1) Given the product [CH:7]12[CH2:8][CH2:9][CH:1]([CH2:11][CH2:10]1)[CH:2]1[CH:6]2[C:5](=[O:12])[O:4][C:3]1=[O:13], predict the reactants needed to synthesize it. The reactants are: [CH:1]12[CH2:11][CH2:10][CH:7]([CH:8]=[CH:9]1)[CH:6]1[CH:2]2[C:3](=[O:13])[O:4][C:5]1=[O:12]. (2) Given the product [C:18]([C:14]1[CH:13]=[C:12]([C:22]2([OH:28])[CH2:27][CH2:3][C:1](=[CH2:4])[CH2:2][CH2:23]2)[CH:17]=[CH:16][CH:15]=1)([CH3:21])([CH3:20])[CH3:19], predict the reactants needed to synthesize it. The reactants are: [C:1]([Li])([CH3:4])([CH3:3])[CH3:2].CCCCC.Br[C:12]1[CH:17]=[CH:16][CH:15]=[C:14]([C:18]([CH3:21])([CH3:20])[CH3:19])[CH:13]=1.[C:22]1(=[O:28])[CH2:27]CCC[CH2:23]1. (3) Given the product [CH3:1][CH:2]([CH2:3][CH2:4][C:5]1[CH:6]=[CH:7][C:8]([C:11]2[CH:16]=[CH:15][N:14]=[C:13]([NH:17][CH:18]3[CH2:19][C:20]([CH3:27])([CH3:26])[NH:21][C:22]([CH3:24])([CH3:25])[CH2:23]3)[N:12]=2)=[CH:9][CH:10]=1)[C:39]#[N:40], predict the reactants needed to synthesize it. The reactants are: [CH3:1][CH:2](OS(C1C=CC(C)=CC=1)(=O)=O)[CH2:3][CH2:4][C:5]1[CH:10]=[CH:9][C:8]([C:11]2[CH:16]=[CH:15][N:14]=[C:13]([NH:17][CH:18]3[CH2:23][C:22]([CH3:25])([CH3:24])[NH:21][C:20]([CH3:27])([CH3:26])[CH2:19]3)[N:12]=2)=[CH:7][CH:6]=1.[C-:39]#[N:40].[Na+]. (4) Given the product [F:1][C:2]1[CH:7]=[CH:6][C:5]([CH2:8][C:9]2[CH:18]=[C:17]3[C:12]([C:13]([OH:30])=[C:14]([C:25]([NH:31][CH2:32][CH2:33][CH2:34][N:35]4[CH2:39][CH2:38][CH2:37][C:36]4=[O:40])=[O:26])[C:15](=[O:24])[N:16]3[CH2:19][C:20]([F:21])([F:22])[F:23])=[N:11][CH:10]=2)=[CH:4][CH:3]=1, predict the reactants needed to synthesize it. The reactants are: [F:1][C:2]1[CH:7]=[CH:6][C:5]([CH2:8][C:9]2[CH:18]=[C:17]3[C:12]([C:13]([OH:30])=[C:14]([C:25](OCC)=[O:26])[C:15](=[O:24])[N:16]3[CH2:19][C:20]([F:23])([F:22])[F:21])=[N:11][CH:10]=2)=[CH:4][CH:3]=1.[NH2:31][CH2:32][CH2:33][CH2:34][N:35]1[CH2:39][CH2:38][CH2:37][C:36]1=[O:40]. (5) The reactants are: [CH3:1]C(C)=O.[Br:5][C:6]1[C:11]([OH:12])=[C:10]([F:13])[C:9]([Cl:14])=[CH:8][CH:7]=1.C(=O)([O-])[O-].[K+].[K+].IC. Given the product [Br:5][C:6]1[CH:7]=[CH:8][C:9]([Cl:14])=[C:10]([F:13])[C:11]=1[O:12][CH3:1], predict the reactants needed to synthesize it. (6) The reactants are: [Cl:1][C:2]1[CH:31]=[C:30]([O:32][CH3:33])[CH:29]=[CH:28][C:3]=1[O:4][C:5]1[S:6][C:7]([C:10]2[CH:14]=[C:13]([CH:15]([N:17]3C(=O)C4C(=CC=CC=4)C3=O)[CH3:16])[O:12][N:11]=2)=[CH:8][N:9]=1.O.NN. Given the product [Cl:1][C:2]1[CH:31]=[C:30]([O:32][CH3:33])[CH:29]=[CH:28][C:3]=1[O:4][C:5]1[S:6][C:7]([C:10]2[CH:14]=[C:13]([CH:15]([NH2:17])[CH3:16])[O:12][N:11]=2)=[CH:8][N:9]=1, predict the reactants needed to synthesize it. (7) Given the product [CH:20]1[C:7]([CH2:8][CH2:9][CH2:11][OH:12])=[CH:6][C:5]([OH:10])=[C:22]([OH:25])[CH:21]=1.[CH:24]1[C:19]([CH2:18][CH2:17][OH:10])=[CH:20][CH:21]=[C:22]([OH:25])[CH:23]=1.[NH2:16][CH2:17][CH2:18][C:19]1[CH:24]=[CH:23][C:22]([OH:25])=[CH:21][CH:20]=1, predict the reactants needed to synthesize it. The reactants are: CC(S[C@@H:5]1[O:10][C@H:9]([CH2:11][OH:12])[C@H:8](O)[C@H:7](O)[C@H:6]1O)C.[NH2:16][CH2:17][CH2:18][C:19]1[CH:24]=[CH:23][C:22]([OH:25])=[CH:21][CH:20]=1. (8) Given the product [Cl:12][C:13]1[CH:18]=[CH:17][C:16]([C:2]2[CH:10]=[CH:9][C:5]([C:6]([OH:8])=[O:7])=[CH:4][C:3]=2[F:11])=[CH:15][CH:14]=1, predict the reactants needed to synthesize it. The reactants are: Br[C:2]1[CH:10]=[CH:9][C:5]([C:6]([OH:8])=[O:7])=[CH:4][C:3]=1[F:11].[Cl:12][C:13]1[CH:18]=[CH:17][C:16](OB(O)O)=[CH:15][CH:14]=1. (9) Given the product [F:1][C:2]1[CH:9]=[CH:8][C:5](/[CH:6]=[CH:13]/[C:14]([OH:16])=[O:15])=[C:4]([O:10][CH3:11])[CH:3]=1, predict the reactants needed to synthesize it. The reactants are: [F:1][C:2]1[CH:9]=[CH:8][C:5]([CH:6]=O)=[C:4]([O:10][CH3:11])[CH:3]=1.C(O)(=O)[CH2:13][C:14]([OH:16])=[O:15].